This data is from Forward reaction prediction with 1.9M reactions from USPTO patents (1976-2016). The task is: Predict the product of the given reaction. Given the reactants C([CH:3]([C:5]1[CH:14]=[C:13]([O:15][CH2:16][CH3:17])[C:12]2[C:7](=[C:8]([O:18][CH3:19])[CH:9]=[CH:10][CH:11]=2)[CH:6]=1)O)C.CS([Cl:24])(=O)=O, predict the reaction product. The product is: [Cl:24][CH2:3][C:5]1[CH:14]=[C:13]([O:15][CH2:16][CH3:17])[C:12]2[C:7]([CH:6]=1)=[C:8]([O:18][CH3:19])[CH:9]=[CH:10][CH:11]=2.